Dataset: Full USPTO retrosynthesis dataset with 1.9M reactions from patents (1976-2016). Task: Predict the reactants needed to synthesize the given product. (1) Given the product [Br:1][C:2]1[CH:10]=[CH:9][CH:8]=[C:7]2[C:3]=1[C:28](=[O:27])[C:29](=[O:22])[N:6]2[CH2:11][CH2:12][CH2:13][CH2:14][CH3:15], predict the reactants needed to synthesize it. The reactants are: [Br:1][C:2]1[CH:10]=[CH:9][CH:8]=[C:7]2[C:3]=1C=C[N:6]2[CH2:11][CH2:12][CH2:13][CH2:14][CH3:15].BrN1C(=[O:22])CCC1=O.C([O:27][CH2:28][CH3:29])(=O)C.O. (2) Given the product [CH2:3]([O:51][C:50]([C:37]1[N:36]([C:33]2[CH:32]=[CH:31][C:30]([O:29][CH2:22][C:23]3[CH:24]=[CH:25][CH:26]=[CH:27][CH:28]=3)=[CH:35][CH:34]=2)[C:44]2[C:39]([CH:38]=1)=[CH:40][C:41]([O:45][CH3:46])=[CH:42][CH:43]=2)=[O:52])[CH3:11], predict the reactants needed to synthesize it. The reactants are: CO[C:3]1C=C2C(=C[CH:11]=1)N(C1C=CC(O)=CC=1)C(COC)=C2.[CH2:22]([O:29][C:30]1[CH:35]=[CH:34][C:33]([N:36]2[C:44]3[C:39](=[CH:40][C:41]([O:45][CH3:46])=[CH:42][CH:43]=3)[CH:38]=[C:37]2COC)=[CH:32][CH:31]=1)[C:23]1[CH:28]=[CH:27][CH:26]=[CH:25][CH:24]=1.[CH:50]([O-:52])=[O:51].[NH4+].ClCCCN1CCCC1.[H-].[Na+].[I-].[Na+]. (3) Given the product [C:1]12([C:11]([N:13]3[C:22]4[C:17](=[CH:18][CH:19]=[CH:20][CH:21]=4)[CH:16]([OH:23])[CH2:15][CH2:14]3)=[O:12])[CH2:2][CH:3]3[CH2:4][CH:5]([CH2:6][CH:7]([CH2:9]3)[CH2:8]1)[CH2:10]2, predict the reactants needed to synthesize it. The reactants are: [C:1]12([C:11]([N:13]3[C:22]4[C:17](=[CH:18][CH:19]=[CH:20][CH:21]=4)[C:16](=[O:23])[CH2:15][CH2:14]3)=[O:12])[CH2:10][CH:5]3[CH2:6][CH:7]([CH2:9][CH:3]([CH2:4]3)[CH2:2]1)[CH2:8]2.[BH4-].[Na+]. (4) Given the product [CH3:5][C:2]([S:6][C:7]1[CH:12]=[CH:11][CH:10]=[CH:9][CH:8]=1)([CH3:1])[CH2:3][NH2:4], predict the reactants needed to synthesize it. The reactants are: [CH3:1][C:2]([S:6][C:7]1[CH:12]=[CH:11][CH:10]=[CH:9][CH:8]=1)([CH3:5])[C:3]#[N:4].B.C1COCC1. (5) Given the product [Cl:9][C:10]1[CH:15]=[C:14]([O:4][CH2:3][C:2]([F:6])([F:5])[F:1])[CH:13]=[CH:12][N:11]=1, predict the reactants needed to synthesize it. The reactants are: [F:1][C:2]([F:6])([F:5])[CH2:3][OH:4].[H-].[Na+].[Cl:9][C:10]1[CH:15]=[C:14](F)[CH:13]=[CH:12][N:11]=1. (6) Given the product [ClH:34].[NH2:26][C:3]1([CH2:1][CH3:2])[CH2:8][CH2:7][CH:6]([O:9][C:10]2[N:11]=[CH:12][N:13]=[C:14]3[C:21]=2[C:20]2[C@@H:19]([CH2:22][C@H:23]([OH:25])[CH3:24])[CH2:18][CH2:17][C:16]=2[S:15]3)[CH2:5][CH2:4]1, predict the reactants needed to synthesize it. The reactants are: [CH2:1]([C:3]1([NH:26]C(=O)OC(C)(C)C)[CH2:8][CH2:7][CH:6]([O:9][C:10]2[N:11]=[CH:12][N:13]=[C:14]3[C:21]=2[C:20]2[C@@H:19]([CH2:22][C@H:23]([OH:25])[CH3:24])[CH2:18][CH2:17][C:16]=2[S:15]3)[CH2:5][CH2:4]1)[CH3:2].[ClH:34]. (7) Given the product [CH3:42][C:41]([CH3:44])([CH3:43])[O:40][C:38](=[O:39])[CH2:37][CH2:36][O:35][CH2:34][CH2:33][O:32][CH2:31][CH2:30][O:29][CH2:28][CH2:27][NH:26][C:5]([C:4]1[CH:3]=[C:2]([CH:10]=[CH:9][CH:8]=1)[C:1]([OH:12])=[O:11])=[O:7], predict the reactants needed to synthesize it. The reactants are: [C:1]([OH:12])(=[O:11])[C:2]1[CH:10]=[CH:9][CH:8]=[C:4]([C:5]([OH:7])=O)[CH:3]=1.CCN=C=NCCCN(C)C.Cl.C[NH:26][CH2:27][CH2:28][O:29][CH2:30][CH2:31][O:32][CH2:33][CH2:34][O:35][CH2:36][CH2:37][C:38]([O:40][C:41]([CH3:44])([CH3:43])[CH3:42])=[O:39]. (8) Given the product [C:5]([O:9][C:10]([N:12]1[CH2:24][CH2:23][C:15]2([N:19]=[C:18]([NH:30][C:29]3[CH:31]=[CH:32][CH:33]=[C:27]([C:26]([F:25])([F:34])[F:35])[CH:28]=3)[NH:17][C:16]2=[O:22])[CH2:14][CH2:13]1)=[O:11])([CH3:8])([CH3:7])[CH3:6], predict the reactants needed to synthesize it. The reactants are: C(O)(=O)C.[C:5]([O:9][C:10]([N:12]1[CH2:24][CH2:23][C:15]2([N:19]=[C:18](SC)[NH:17][C:16]2=[O:22])[CH2:14][CH2:13]1)=[O:11])([CH3:8])([CH3:7])[CH3:6].[F:25][C:26]([F:35])([F:34])[C:27]1[CH:28]=[C:29]([CH:31]=[CH:32][CH:33]=1)[NH2:30].C(=O)(O)[O-].[Na+].